The task is: Predict the reaction yield, written as a fraction of the theoretical maximum amount of product (1.0 means a 100% yield; for example, 0.34 means a 34% yield).. This data is from Reaction yield outcomes from USPTO patents with 853,638 reactions. The product is [CH2:23]([N:13]1[CH2:12][CH2:11][N:10]2[CH:14]=[C:15]([C:17]([O:19][CH2:20][CH3:21])=[O:18])[CH:16]=[C:9]2[CH2:8]1)[CH2:24][CH2:25][CH3:26]. The reactants are FC(F)(F)C(O)=O.[CH2:8]1[NH:13][CH2:12][CH2:11][N:10]2[CH:14]=[C:15]([C:17]([O:19][CH2:20][CH3:21])=[O:18])[CH:16]=[C:9]12.Br[CH2:23][CH2:24][CH2:25][CH3:26].C(=O)([O-])[O-].[K+].[K+]. The yield is 0.210. The catalyst is C(#N)C.